This data is from Forward reaction prediction with 1.9M reactions from USPTO patents (1976-2016). The task is: Predict the product of the given reaction. (1) Given the reactants ClC1C=C(Cl)C=CC=1C1N=C(CC)C(N[C@H]2C3C(=CC=CC=3)C[C@@H]2O)=NC=1CC.[N+](C1C=CC(C([O:39][C@H:40]2[C@@H:44]([NH:45][C:46]3[C:51]([CH2:52][CH3:53])=[N:50][C:49]([C:54]4[CH:59]=[CH:58][C:57]([O:60][CH3:61])=[CH:56][C:55]=4[CH3:62])=[C:48]([CH2:63][CH3:64])[N:47]=3)[CH2:43][O:42][CH2:41]2)=O)=CC=1)([O-])=O, predict the reaction product. The product is: [CH2:52]([C:51]1[C:46]([NH:45][C@H:44]2[CH2:43][O:42][CH2:41][C@H:40]2[OH:39])=[N:47][C:48]([CH2:63][CH3:64])=[C:49]([C:54]2[CH:59]=[CH:58][C:57]([O:60][CH3:61])=[CH:56][C:55]=2[CH3:62])[N:50]=1)[CH3:53]. (2) Given the reactants Cl[C:2]1[N:7]([CH3:8])[C:6](=[O:9])[CH:5]=[C:4]([C:10]2[CH:15]=[CH:14][N:13]=[CH:12][C:11]=2[F:16])[N:3]=1.[O:17]1[CH2:21][CH2:20][C@@H:19]([NH:22][C:23]2[CH:28]=[CH:27][C:26]([C@@H:29]3[O:34][CH2:33][CH2:32][NH:31][CH2:30]3)=[CH:25][CH:24]=2)[CH2:18]1.C(N(CC)CC)C, predict the reaction product. The product is: [O:17]1[CH2:21][CH2:20][C@@H:19]([NH:22][C:23]2[CH:24]=[CH:25][C:26]([C@@H:29]3[O:34][CH2:33][CH2:32][N:31]([C:2]4[N:7]([CH3:8])[C:6](=[O:9])[CH:5]=[C:4]([C:10]5[CH:15]=[CH:14][N:13]=[CH:12][C:11]=5[F:16])[N:3]=4)[CH2:30]3)=[CH:27][CH:28]=2)[CH2:18]1. (3) Given the reactants [C:1]([O:4][C@@H:5]1[C@@H:10]([O:11][C:12](=[O:14])[CH3:13])[C@H:9]([O:15][C:16](=[O:18])[CH3:17])[C@@H:8]([CH2:19][O:20][C:21](=[O:23])[CH3:22])[O:7][C@H:6]1[O:24][C:25]1[C:29]([CH2:30][C:31]2[CH:36]=[CH:35][C:34]([O:37][CH2:38][CH2:39][CH2:40][N:41]([C:49]([O:51][CH2:52][C:53]3[CH:58]=[CH:57][CH:56]=[CH:55][CH:54]=3)=[O:50])[CH2:42][C:43]([C:46](O)=[O:47])([CH3:45])[CH3:44])=[CH:33][C:32]=2[CH3:59])=[C:28]([CH:60]([CH3:62])[CH3:61])[NH:27][N:26]=1)(=[O:3])[CH3:2].[CH2:63]([N:70]1[CH2:75][CH2:74][NH:73][CH2:72][CH2:71]1)[C:64]1[CH:69]=[CH:68][CH:67]=[CH:66][CH:65]=1.ON1C2C=CC=CC=2N=N1.Cl.C(N=C=NCCCN(C)C)C, predict the reaction product. The product is: [C:1]([O:4][C@@H:5]1[C@@H:10]([O:11][C:12](=[O:14])[CH3:13])[C@H:9]([O:15][C:16](=[O:18])[CH3:17])[C@@H:8]([CH2:19][O:20][C:21](=[O:23])[CH3:22])[O:7][C@H:6]1[O:24][C:25]1[C:29]([CH2:30][C:31]2[CH:36]=[CH:35][C:34]([O:37][CH2:38][CH2:39][CH2:40][N:41]([C:49]([O:51][CH2:52][C:53]3[CH:54]=[CH:55][CH:56]=[CH:57][CH:58]=3)=[O:50])[CH2:42][C:43]([C:46]([N:73]3[CH2:74][CH2:75][N:70]([CH2:63][C:64]4[CH:65]=[CH:66][CH:67]=[CH:68][CH:69]=4)[CH2:71][CH2:72]3)=[O:47])([CH3:44])[CH3:45])=[CH:33][C:32]=2[CH3:59])=[C:28]([CH:60]([CH3:62])[CH3:61])[NH:27][N:26]=1)(=[O:3])[CH3:2]. (4) Given the reactants Br[C:2]1[C:10]2[C:9]([NH:11][C@H:12]([C:14]3[N:19]([C:20]4[CH:25]=[CH:24][CH:23]=[CH:22][CH:21]=4)[C:18](=[O:26])[C:17]4=[C:27]([CH3:30])[CH:28]=[CH:29][N:16]4[N:15]=3)[CH3:13])=[N:8][CH:7]=[N:6][C:5]=2[N:4]([CH2:31][O:32][CH2:33][CH2:34][Si:35]([CH3:38])([CH3:37])[CH3:36])[CH:3]=1.[CH3:39][S:40]([N:43]1[C:47]2=[N:48][CH:49]=[CH:50][C:51](B3OC(C)(C)C(C)(C)O3)=[C:46]2[CH:45]=[CH:44]1)(=[O:42])=[O:41].C(=O)([O-])[O-].[Na+].[Na+], predict the reaction product. The product is: [CH3:30][C:27]1[CH:28]=[CH:29][N:16]2[C:17]=1[C:18](=[O:26])[N:19]([C:20]1[CH:25]=[CH:24][CH:23]=[CH:22][CH:21]=1)[C:14]([C@@H:12]([NH:11][C:9]1[C:10]3[C:2]([C:51]4[CH:50]=[CH:49][N:48]=[C:47]5[N:43]([S:40]([CH3:39])(=[O:41])=[O:42])[CH:44]=[CH:45][C:46]=45)=[CH:3][N:4]([CH2:31][O:32][CH2:33][CH2:34][Si:35]([CH3:37])([CH3:36])[CH3:38])[C:5]=3[N:6]=[CH:7][N:8]=1)[CH3:13])=[N:15]2. (5) Given the reactants CCOC(/N=N/C(OCC)=O)=O.[F:13][C:14]([F:43])([C:33]([F:42])([F:41])[C:34]([F:40])([F:39])[C:35]([F:38])([F:37])[F:36])[CH2:15][CH2:16][CH2:17][CH2:18][O:19][C:20]1[CH:21]=[N:22][C:23]([C:26]2[CH:31]=[CH:30][C:29]([OH:32])=[CH:28][CH:27]=2)=[N:24][CH:25]=1.[CH2:44](O)[CH2:45]/[CH:46]=[CH:47]\[CH2:48][CH2:49][CH2:50][CH3:51].C1(P(C2C=CC=CC=2)C2C=CC=CC=2)C=CC=CC=1, predict the reaction product. The product is: [F:43][C:14]([F:13])([C:33]([F:41])([F:42])[C:34]([F:39])([F:40])[C:35]([F:36])([F:37])[F:38])[CH2:15][CH2:16][CH2:17][CH2:18][O:19][C:20]1[CH:25]=[N:24][C:23]([C:26]2[CH:27]=[CH:28][C:29]([O:32][CH2:44][CH2:45]/[CH:46]=[CH:47]\[CH2:48][CH2:49][CH2:50][CH3:51])=[CH:30][CH:31]=2)=[N:22][CH:21]=1. (6) Given the reactants CO[C:3](=[O:21])[C:4]([OH:20])=[CH:5][C:6](=[O:19])[N:7]([CH2:10][C:11]1[CH:16]=[CH:15][C:14]([Cl:17])=[C:13]([Cl:18])[CH:12]=1)[O:8][CH3:9].[CH2:22]=O.[NH2:24][CH2:25][CH2:26][CH2:27][CH2:28][OH:29], predict the reaction product. The product is: [Cl:18][C:13]1[CH:12]=[C:11]([CH:16]=[CH:15][C:14]=1[Cl:17])[CH2:10][N:7]([O:8][CH3:9])[C:6]([C:5]1[CH2:22][N:24]([CH2:25][CH2:26][CH2:27][CH2:28][OH:29])[C:3](=[O:21])[C:4]=1[OH:20])=[O:19].